From a dataset of Catalyst prediction with 721,799 reactions and 888 catalyst types from USPTO. Predict which catalyst facilitates the given reaction. Reactant: [CH:1]1([S:4]([C:7]2[CH:12]=[CH:11][C:10]([CH:13]([O:30][C:31]3[CH:36]=[CH:35][C:34]([F:37])=[CH:33][C:32]=3[F:38])[C:14]([NH:16][C:17]3[N:22]=[CH:21][C:20]([C:23]([O:25]C(C)(C)C)=[O:24])=[CH:19][CH:18]=3)=[O:15])=[CH:9][CH:8]=2)(=[O:6])=[O:5])[CH2:3][CH2:2]1.C(O)(C(F)(F)F)=O. Product: [CH:1]1([S:4]([C:7]2[CH:8]=[CH:9][C:10]([CH:13]([O:30][C:31]3[CH:36]=[CH:35][C:34]([F:37])=[CH:33][C:32]=3[F:38])[C:14]([NH:16][C:17]3[N:22]=[CH:21][C:20]([C:23]([OH:25])=[O:24])=[CH:19][CH:18]=3)=[O:15])=[CH:11][CH:12]=2)(=[O:6])=[O:5])[CH2:2][CH2:3]1. The catalyst class is: 2.